Dataset: Full USPTO retrosynthesis dataset with 1.9M reactions from patents (1976-2016). Task: Predict the reactants needed to synthesize the given product. (1) Given the product [F:46][C:47]([F:52])([F:51])[C:48]([OH:50])=[O:49].[NH2:35][CH2:34][C:32]1[N:31]=[N:30][N:29]([C:25]2[CH:24]=[C:23]([NH:22][C:20]([N:14]3[C@@H:15]4[CH2:19][N:18]([CH2:17][CH2:16]4)[C:12]4[CH:11]=[CH:10][C:9]([C:5]5[CH:6]=[CH:7][CH:8]=[C:3]([C:2]([F:45])([F:44])[F:1])[CH:4]=5)=[N:43][C:13]3=4)=[O:21])[CH:28]=[CH:27][CH:26]=2)[CH:33]=1, predict the reactants needed to synthesize it. The reactants are: [F:1][C:2]([F:45])([F:44])[C:3]1[CH:4]=[C:5]([C:9]2[CH:10]=[CH:11][C:12]3[N:18]4[CH2:19][C@H:15]([CH2:16][CH2:17]4)[N:14]([C:20]([NH:22][C:23]4[CH:24]=[C:25]([N:29]5[CH:33]=[C:32]([CH2:34][NH:35]C(=O)OC(C)(C)C)[N:31]=[N:30]5)[CH:26]=[CH:27][CH:28]=4)=[O:21])[C:13]=3[N:43]=2)[CH:6]=[CH:7][CH:8]=1.[F:46][C:47]([F:52])([F:51])[C:48]([OH:50])=[O:49]. (2) Given the product [CH3:21][S:22]([O:13][C:10]1[CH:11]=[CH:12][C:3]2[N:2]([S:22]([CH3:21])(=[O:24])=[O:23])[CH2:8][CH2:7][CH2:6][CH2:5][C:4]=2[CH:9]=1)(=[O:24])=[O:23], predict the reactants needed to synthesize it. The reactants are: Br.[NH:2]1[CH2:8][CH2:7][CH2:6][CH2:5][C:4]2[CH:9]=[C:10]([OH:13])[CH:11]=[CH:12][C:3]1=2.CCN(CC)CC.[CH3:21][S:22](Cl)(=[O:24])=[O:23]. (3) Given the product [CH:1]([N:4]1[CH2:9][CH2:8][CH:7]([O:10][C:11]2[CH:19]=[CH:18][C:17]3[N:16]4[CH2:20][CH2:21][N:22]([CH2:32][C:31]5[CH:34]=[CH:35][CH:36]=[C:29]([O:28][CH3:27])[CH:30]=5)[C:23](=[O:24])[C:15]4=[CH:14][C:13]=3[CH:12]=2)[CH2:6][CH2:5]1)([CH3:3])[CH3:2], predict the reactants needed to synthesize it. The reactants are: [CH:1]([N:4]1[CH2:9][CH2:8][CH:7]([O:10][C:11]2[CH:19]=[CH:18][C:17]3[N:16]4[CH2:20][CH2:21][NH:22][C:23](=[O:24])[C:15]4=[CH:14][C:13]=3[CH:12]=2)[CH2:6][CH2:5]1)([CH3:3])[CH3:2].[H-].[Na+].[CH3:27][O:28][C:29]1[CH:30]=[C:31]([CH:34]=[CH:35][CH:36]=1)[CH2:32]Cl. (4) Given the product [Cl:1][C:2]1[N:10]=[CH:9][N:8]=[C:7]2[C:3]=1[N:4]=[CH:5][N:6]2[CH2:12][CH3:13], predict the reactants needed to synthesize it. The reactants are: [Cl:1][C:2]1[N:10]=[CH:9][N:8]=[C:7]2[C:3]=1[N:4]=[CH:5][NH:6]2.I[CH2:12][CH3:13].C(=O)([O-])[O-].[K+].[K+]. (5) Given the product [CH3:3][CH:2]([C:4]1[N:8]=[C:7]([N:9]2[CH2:14][CH2:13][CH:12]([C@@H:15]([O:17][C:18]3[CH:19]=[CH:20][C:21]([C:24]4[CH:25]=[CH:26][C:27]([S:30]([CH3:33])(=[O:32])=[O:31])=[CH:28][CH:29]=4)=[N:22][CH:23]=3)[CH3:16])[CH2:11][CH2:10]2)[O:6][N:5]=1)[CH3:1], predict the reactants needed to synthesize it. The reactants are: [CH3:1][CH:2]([C:4]1[N:8]=[C:7]([N:9]2[CH2:14][CH2:13][CH:12]([CH:15]([O:17][C:18]3[CH:19]=[CH:20][C:21]([C:24]4[CH:29]=[CH:28][C:27]([S:30]([CH3:33])(=[O:32])=[O:31])=[CH:26][CH:25]=4)=[N:22][CH:23]=3)[CH3:16])[CH2:11][CH2:10]2)[O:6][N:5]=1)[CH3:3].C(=O)=O. (6) The reactants are: [C:1]([C:5]1[CH:10]=[CH:9][C:8](/[CH:11]=[CH:12]/[C:13]([NH:15][C:16]2[CH:17]=[C:18]3[C:22](=[CH:23][CH:24]=2)[N:21]([CH2:25][CH2:26][O:27][Si](C)(C)C(C)(C)C)[CH:20]=[CH:19]3)=[O:14])=[CH:7][CH:6]=1)([CH3:4])([CH3:3])[CH3:2].C(C1C=CC(/C=C/C(O)=O)=CC=1)(C)(C)C.C[Si](C)(OCCN1C2C(=CC(N)=CC=2)C=C1)C(C)(C)C. Given the product [C:1]([C:5]1[CH:10]=[CH:9][C:8](/[CH:11]=[CH:12]/[C:13]([NH:15][C:16]2[CH:17]=[C:18]3[C:22](=[CH:23][CH:24]=2)[N:21]([CH2:25][CH2:26][OH:27])[CH:20]=[CH:19]3)=[O:14])=[CH:7][CH:6]=1)([CH3:4])([CH3:2])[CH3:3], predict the reactants needed to synthesize it. (7) Given the product [F:1][C:2]1[CH:7]=[C:6]([F:8])[CH:5]=[CH:4][C:3]=1[C:9]1[CH:14]=[C:13]([N:15]2[C:19]3[CH:20]=[CH:21][C:22]([C:24]4[N:25]=[N:26][N:27]([CH2:29][CH2:30][C:31]([OH:34])([CH3:32])[CH3:33])[CH:28]=4)=[CH:23][C:18]=3[N:17]=[CH:16]2)[CH:12]=[C:11]([NH:35][S:42]([CH:39]2[CH2:41][CH2:40]2)(=[O:44])=[O:43])[CH:10]=1, predict the reactants needed to synthesize it. The reactants are: [F:1][C:2]1[CH:7]=[C:6]([F:8])[CH:5]=[CH:4][C:3]=1[C:9]1[CH:14]=[C:13]([N:15]2[C:19]3[CH:20]=[CH:21][C:22]([C:24]4[N:25]=[N:26][N:27]([CH2:29][CH2:30][C:31]([OH:34])([CH3:33])[CH3:32])[CH:28]=4)=[CH:23][C:18]=3[N:17]=[CH:16]2)[CH:12]=[C:11]([NH:35]C(=O)C)[CH:10]=1.[CH:39]1([S:42](Cl)(=[O:44])=[O:43])[CH2:41][CH2:40]1. (8) Given the product [C:22]([Si:19]([CH3:21])([CH3:20])[O:18][C:9]1[CH:8]=[C:7]2[C:12]([C:13]3[CH2:14][CH2:15][CH:16]=[CH:2][CH2:1][C:4]=3[C:5](=[O:26])[O:6]2)=[CH:11][CH:10]=1)([CH3:24])([CH3:25])[CH3:23], predict the reactants needed to synthesize it. The reactants are: [CH2:1]([C:4]1[C:5](=[O:26])[O:6][C:7]2[C:12]([C:13]=1[CH2:14][CH2:15][CH:16]=C)=[CH:11][CH:10]=[C:9]([O:18][Si:19]([C:22]([CH3:25])([CH3:24])[CH3:23])([CH3:21])[CH3:20])[CH:8]=2)[CH:2]=C. (9) Given the product [NH2:18]/[C:17](=[N:29]\[OH:30])/[C:14]1[CH:13]=[CH:12][C:11]([CH:10]([NH:19][C@@H:20]([C:22]([O:24][C:25]([CH3:27])([CH3:26])[CH3:28])=[O:23])[CH3:21])[CH2:9][O:8][Si:1]([C:4]([CH3:7])([CH3:5])[CH3:6])([CH3:3])[CH3:2])=[CH:16][CH:15]=1, predict the reactants needed to synthesize it. The reactants are: [Si:1]([O:8][CH2:9][CH:10]([NH:19][C@@H:20]([C:22]([O:24][C:25]([CH3:28])([CH3:27])[CH3:26])=[O:23])[CH3:21])[C:11]1[CH:16]=[CH:15][C:14]([C:17]#[N:18])=[CH:13][CH:12]=1)([C:4]([CH3:7])([CH3:6])[CH3:5])([CH3:3])[CH3:2].[NH2:29][OH:30]. (10) Given the product [Cl:1][C:2]1[N:7]=[C:6]([C:8]2[C:9]([C:10]3[CH:11]=[C:12]([NH:16][C:17](=[O:22])[C:18]([F:19])([F:20])[F:21])[CH:13]=[CH:14][CH:15]=3)=[N:24][N:25]3[CH:30]=[CH:29][CH:28]=[CH:27][C:26]=23)[CH:5]=[CH:4][N:3]=1, predict the reactants needed to synthesize it. The reactants are: [Cl:1][C:2]1[N:7]=[C:6]([CH:8]=[CH:9][C:10]2[CH:11]=[C:12]([NH:16][C:17](=[O:22])[C:18]([F:21])([F:20])[F:19])[CH:13]=[CH:14][CH:15]=2)[CH:5]=[CH:4][N:3]=1.[I-].[NH2:24][N+:25]1[CH:30]=[CH:29][CH:28]=[CH:27][CH:26]=1.[OH-].[K+].C([O-])([O-])=O.[K+].[K+].